Dataset: Full USPTO retrosynthesis dataset with 1.9M reactions from patents (1976-2016). Task: Predict the reactants needed to synthesize the given product. (1) Given the product [CH2:1]([N:5]1[CH:10]=[CH:9][C:8]([N:11]2[CH2:12][CH2:13][C:14]([O:24][CH2:25][CH2:26][F:27])([C:52]3[CH:51]=[CH:50][C:49]([Cl:53])=[CH:48][CH:47]=3)[CH2:15][CH2:16]2)=[C:7]([C:28]#[N:29])[C:6]1=[O:30])[CH2:2][CH2:3][CH3:4], predict the reactants needed to synthesize it. The reactants are: [CH2:1]([N:5]1[CH:10]=[CH:9][C:8]([N:11]2[CH2:16][CH2:15][C:14]([O:24][CH2:25][CH2:26][F:27])(C3C=CC=C(Cl)C=3)[CH2:13][CH2:12]2)=[C:7]([C:28]#[N:29])[C:6]1=[O:30])[CH2:2][CH2:3][CH3:4].C(N1C=CC(N2CCC(O)([C:47]3[CH:52]=[CH:51][CH:50]=[C:49]([Cl:53])[CH:48]=3)CC2)=C(C#N)C1=O)CCC. (2) Given the product [CH3:19][C:16]([N:15]([CH2:14][CH:13]=[O:12])[C:20](=[O:21])[O:22][C:23]([CH3:25])([CH3:24])[CH3:26])([CH3:17])[CH3:18], predict the reactants needed to synthesize it. The reactants are: [H-].C([Al+]CC(C)C)C(C)C.C[O:12][C:13](=O)[CH2:14][N:15]([C:20]([O:22][C:23]([CH3:26])([CH3:25])[CH3:24])=[O:21])[C:16]([CH3:19])([CH3:18])[CH3:17].Cl. (3) Given the product [Br:8][C:9]1[CH:10]=[C:11]2[C:16](=[CH:17][CH:18]=1)[CH2:15][CH:14]([NH:19][C:35]([C:29]1[CH:28]=[C:27]([C:24]3[CH:23]=[CH:22][C:21]([Cl:20])=[CH:26][CH:25]=3)[O:31][C:30]=1[CH2:32][CH2:33][OH:34])=[O:36])[CH2:13][CH2:12]2, predict the reactants needed to synthesize it. The reactants are: C([Al](CC)CC)C.[Br:8][C:9]1[CH:10]=[C:11]2[C:16](=[CH:17][CH:18]=1)[CH2:15][CH:14]([NH2:19])[CH2:13][CH2:12]2.[Cl:20][C:21]1[CH:26]=[CH:25][C:24]([C:27]2[O:31][C:30]([CH2:32][CH2:33][OH:34])=[C:29]([C:35](OC)=[O:36])[CH:28]=2)=[CH:23][CH:22]=1.Cl. (4) Given the product [NH2:1][C:2]1[CH:10]=[CH:9][C:5]([C:6]([NH:20][CH3:24])=[O:8])=[CH:4][C:3]=1[C:11]#[N:12], predict the reactants needed to synthesize it. The reactants are: [NH2:1][C:2]1[CH:10]=[CH:9][C:5]([C:6]([OH:8])=O)=[CH:4][C:3]=1[C:11]#[N:12].F[P-](F)(F)(F)(F)F.[N:20]1(O[P+](N2CCCC2)(N2CCCC2)N2CCCC2)[C:24]2C=CC=CC=2N=N1.C(N(C(C)C)CC)(C)C.CNC. (5) Given the product [Br:15][CH:16]([C:20]1[CH:25]=[CH:24][CH:23]=[CH:22][CH:21]=1)[C:17]([NH:10][C:8]1[S:9][C:5]([CH2:4][C:3]2[CH:11]=[CH:12][CH:13]=[CH:14][C:2]=2[Cl:1])=[CH:6][N:7]=1)=[O:18], predict the reactants needed to synthesize it. The reactants are: [Cl:1][C:2]1[CH:14]=[CH:13][CH:12]=[CH:11][C:3]=1[CH2:4][C:5]1[S:9][C:8]([NH2:10])=[N:7][CH:6]=1.[Br:15][CH:16]([C:20]1[CH:25]=[CH:24][CH:23]=[CH:22][CH:21]=1)[C:17](O)=[O:18].C(N(CC)CC)C.F[P-](F)(F)(F)(F)F.N1(OC(N(C)C)=[N+](C)C)C2N=CC=CC=2N=N1. (6) Given the product [CH3:19][C@@H:15]([CH2:16][CH:17]=[CH2:18])[C@H:12]([S:9]([NH2:8])(=[O:11])=[O:10])[CH2:13][CH3:14].[CH3:49][C@@H:45]([CH2:46][CH:47]=[CH2:48])[C@@H:42]([S:39]([NH2:38])(=[O:41])=[O:40])[CH2:43][CH3:44], predict the reactants needed to synthesize it. The reactants are: COC1C=CC(C[N:8](CC2C=CC(OC)=CC=2)[S:9]([C@@H:12]([C@@H:15]([CH3:19])[CH2:16][CH:17]=[CH2:18])[CH2:13][CH3:14])(=[O:11])=[O:10])=CC=1.COC1C=CC(C[N:38](CC2C=CC(OC)=CC=2)[S:39]([C@H:42]([C@@H:45]([CH3:49])[CH2:46][CH:47]=[CH2:48])[CH2:43][CH3:44])(=[O:41])=[O:40])=CC=1. (7) Given the product [CH3:1][O:2][C:3](=[O:13])[C:4]1[C:9]([CH:10]=[O:18])=[CH:8][CH:7]=[CH:6][C:5]=1[Br:12], predict the reactants needed to synthesize it. The reactants are: [CH3:1][O:2][C:3](=[O:13])[C:4]1[C:9]([CH2:10]Br)=[CH:8][CH:7]=[CH:6][C:5]=1[Br:12].C[N+]1([O-])CC[O:18]CC1.